Task: Predict the product of the given reaction.. Dataset: Forward reaction prediction with 1.9M reactions from USPTO patents (1976-2016) (1) Given the reactants FC(F)(F)C(O)=O.[CH:8]1([CH2:11][CH2:12][O:13][C:14]2[NH:15][C:16]([NH2:25])=[C:17]3[C:21]([N:22]=2)=[N:20][C:19]([O:23][CH3:24])=[N:18]3)[CH2:10][CH2:9]1.C(=O)([O-])[O-].[K+].[K+].CS(O[CH2:37][CH:38]1[CH2:42][CH2:41][O:40][CH2:39]1)(=O)=O.ClC1N=C2C(N=CN2CC2CCOCC2)=C(Cl)N=1, predict the reaction product. The product is: [CH:8]1([CH2:11][CH2:12][O:13][C:14]2[N:22]=[C:21]3[C:17]([N:18]=[C:19]([O:23][CH3:24])[N:20]3[CH2:37][CH:38]3[CH2:42][CH2:41][O:40][CH2:39]3)=[C:16]([NH2:25])[N:15]=2)[CH2:10][CH2:9]1. (2) Given the reactants Br[C:2]1[CH:3]=[C:4]([OH:21])[C:5]([C:12]([NH:14][CH2:15][C:16]([O:18]CC)=[O:17])=[O:13])=[C:6]2[C:11]=1[N:10]=[CH:9][CH:8]=[N:7]2.[C:22]1(B2OC(C)(C)C(C)(C)O2)[CH2:27][CH2:26][CH2:25][CH2:24][CH:23]=1.C(=O)([O-])[O-].[K+].[K+].[OH-].[Na+], predict the reaction product. The product is: [C:22]1([C:2]2[CH:3]=[C:4]([OH:21])[C:5]([C:12]([NH:14][CH2:15][C:16]([OH:18])=[O:17])=[O:13])=[C:6]3[C:11]=2[N:10]=[CH:9][CH:8]=[N:7]3)[CH2:27][CH2:26][CH2:25][CH2:24][CH:23]=1.